Dataset: Reaction yield outcomes from USPTO patents with 853,638 reactions. Task: Predict the reaction yield, written as a fraction of the theoretical maximum amount of product (1.0 means a 100% yield; for example, 0.34 means a 34% yield). (1) The product is [Cl:32][C:20]1[CH:21]=[CH:22][C:23]([C:25](=[O:31])[N:26]([CH2:28][CH2:29][OH:30])[CH3:27])=[CH:24][C:19]=1[N:17]([CH3:18])[C:15]([C:13]1[S:12][C:11]2[C:5]3[CH:4]=[CH:3][C:2]([C:37]([NH:82][CH2:81][CH2:80][S:77]([CH3:76])(=[O:79])=[O:78])=[O:55])=[CH:33][C:6]=3[O:7][CH2:8][CH2:9][C:10]=2[CH:14]=1)=[O:16]. The reactants are Br[C:2]1[CH:3]=[CH:4][C:5]2[C:11]3[S:12][C:13]([C:15]([N:17]([C:19]4[CH:24]=[C:23]([C:25](=[O:31])[N:26]([CH2:28][CH2:29][OH:30])[CH3:27])[CH:22]=[CH:21][C:20]=4[Cl:32])[CH3:18])=[O:16])=[CH:14][C:10]=3[CH2:9][CH2:8][O:7][C:6]=2[CH:33]=1.CC1(C)C2C(=C(P(C3C=CC=CC=3)C3C=CC=CC=3)C=CC=2)[O:55][C:37]2C(P(C3C=CC=CC=3)C3C=CC=CC=3)=CC=CC1=2.[CH3:76][S:77]([CH2:80][CH2:81][NH2:82])(=[O:79])=[O:78].Cl.C([O-])([O-])=O.[Na+].[Na+]. The catalyst is C1(C)C=CC=CC=1.CC([O-])=O.CC([O-])=O.[Pd+2]. The yield is 0.120. (2) The reactants are [C:1]([O:14][CH3:15])(=[O:13])/[CH:2]=[CH:3]/[C:4]1[CH:12]=[CH:11][C:9]([OH:10])=[C:6]([O:7][CH3:8])[CH:5]=1.[C:16]([O-])([O-])=[O:17].[K+].[K+].[I-].[Na+].P(O)([O-])([O-])=O.[Na+].[Na+].C[C:32]([CH3:34])=[O:33]. No catalyst specified. The product is [CH3:15][O:14][C:1](=[O:13])[CH:2]=[CH:3][C:4]1[CH:12]=[CH:11][C:9]([O:10][CH2:34][C:32]([O:17][CH3:16])=[O:33])=[C:6]([O:7][CH3:8])[CH:5]=1. The yield is 0.706. (3) The reactants are [Cl:1][C:2]1[CH:7]=[C:6]([C:8]2[CH:13]=[CH:12][CH:11]=[C:10]([CH3:14])[N:9]=2)[CH:5]=[CH:4][C:3]=1[C:15]1[C:27](=[O:28])[N:26]([CH2:29][CH2:30][N:31]2[CH2:36][CH2:35][N:34](C(OC(C)(C)C)=O)[CH2:33][CH2:32]2)[C:18]2[N:19]=[C:20]([NH:23][CH2:24][CH3:25])[N:21]=[CH:22][C:17]=2[CH:16]=1.Cl.O1CCOCC1. The catalyst is C(Cl)Cl.CO. The product is [Cl:1][C:2]1[CH:7]=[C:6]([C:8]2[CH:13]=[CH:12][CH:11]=[C:10]([CH3:14])[N:9]=2)[CH:5]=[CH:4][C:3]=1[C:15]1[C:27](=[O:28])[N:26]([CH2:29][CH2:30][N:31]2[CH2:36][CH2:35][NH:34][CH2:33][CH2:32]2)[C:18]2[N:19]=[C:20]([NH:23][CH2:24][CH3:25])[N:21]=[CH:22][C:17]=2[CH:16]=1. The yield is 0.326. (4) The reactants are [CH:1]1([CH2:4][C@:5]([OH:17])([CH3:16])[C:6]([O:8]CC2C=CC=CC=2)=[O:7])[CH2:3][CH2:2]1. The catalyst is CCOC(C)=O.[Pd]. The product is [CH:1]1([CH2:4][C@:5]([OH:17])([CH3:16])[C:6]([OH:8])=[O:7])[CH2:3][CH2:2]1. The yield is 1.00. (5) The reactants are C[O:2][C:3](=[O:22])[C:4]([CH3:21])([N:6]([CH3:20])[S:7]([C:10]1[CH:11]=[CH:12][CH:13]=[C:14]2[C:19]=1[N:18]=[CH:17][CH:16]=[CH:15]2)(=[O:9])=[O:8])[CH3:5].C1COCC1.CO.O[Li].O. The catalyst is O. The product is [CH3:21][C:4]([N:6]([CH3:20])[S:7]([C:10]1[CH:11]=[CH:12][CH:13]=[C:14]2[C:19]=1[N:18]=[CH:17][CH:16]=[CH:15]2)(=[O:8])=[O:9])([CH3:5])[C:3]([OH:22])=[O:2]. The yield is 0.980.